From a dataset of Forward reaction prediction with 1.9M reactions from USPTO patents (1976-2016). Predict the product of the given reaction. Given the reactants O[CH:2]1[C:6]2[C:7]([CH3:21])=[C:8]([NH:13][C:14](=[O:20])[CH2:15][C:16]([CH3:19])([CH3:18])[CH3:17])[C:9]([CH3:12])=[C:10]([CH3:11])[C:5]=2[O:4][C:3]1([CH3:23])[CH3:22].[NH:24]1[CH2:28][CH2:27][CH2:26][CH2:25]1, predict the reaction product. The product is: [CH3:17][C:16]([CH3:18])([CH3:19])[CH2:15][C:14]([NH:13][C:8]1[C:7]([CH3:21])=[C:6]([CH3:2])[C:5]2[O:4][C:3]([CH3:23])([CH3:22])[CH:11]([N:24]3[CH2:28][CH2:27][CH2:26][CH2:25]3)[C:10]=2[C:9]=1[CH3:12])=[O:20].